From a dataset of Full USPTO retrosynthesis dataset with 1.9M reactions from patents (1976-2016). Predict the reactants needed to synthesize the given product. (1) Given the product [Cl:10][C:11]1[CH:16]=[C:15]([Cl:17])[CH:14]=[C:13]([Cl:18])[C:12]=1[O:19][CH:2]([CH2:6][CH2:7][CH2:8][CH3:9])[C:3]([OH:5])=[O:4].[Cl:10][C:11]1[CH:16]=[C:15]([Cl:17])[CH:14]=[C:13]([Cl:18])[C:12]=1[O:19][CH:2]([CH2:6][CH2:7][CH2:8][CH3:9])[C:3]([NH:20][C:21]1[S:22][CH:23]=[CH:24][N:25]=1)=[O:4], predict the reactants needed to synthesize it. The reactants are: Br[CH:2]([CH2:6][CH2:7][CH2:8][CH3:9])[C:3]([OH:5])=[O:4].[Cl:10][C:11]1[CH:16]=[C:15]([Cl:17])[CH:14]=[C:13]([Cl:18])[C:12]=1[OH:19].[NH2:20][C:21]1[S:22][CH:23]=[CH:24][N:25]=1. (2) Given the product [CH3:1][O:2][C:3]([C:5]1[S:9][C:8]2[C:10]([Br:16])=[CH:11][CH:12]=[C:13]([O:14][CH3:15])[C:7]=2[CH:6]=1)=[O:4], predict the reactants needed to synthesize it. The reactants are: [CH3:1][O:2][C:3]([C:5]1[S:9][C:8]2[CH:10]=[CH:11][CH:12]=[C:13]([O:14][CH3:15])[C:7]=2[CH:6]=1)=[O:4].[Br:16]Br.